Dataset: Peptide-MHC class I binding affinity with 185,985 pairs from IEDB/IMGT. Task: Regression. Given a peptide amino acid sequence and an MHC pseudo amino acid sequence, predict their binding affinity value. This is MHC class I binding data. (1) The peptide sequence is SMWALVISV. The MHC is HLA-A02:06 with pseudo-sequence HLA-A02:06. The binding affinity (normalized) is 1.00. (2) The peptide sequence is AGRHRILDIYL. The MHC is Mamu-B03 with pseudo-sequence Mamu-B03. The binding affinity (normalized) is 0.238. (3) The peptide sequence is HPTSRRELL. The MHC is HLA-B48:01 with pseudo-sequence HLA-B48:01. The binding affinity (normalized) is 0.0847. (4) The peptide sequence is LLYQTFGRK. The MHC is Patr-A0101 with pseudo-sequence Patr-A0101. The binding affinity (normalized) is 0.205. (5) The peptide sequence is LPYVGDTSM. The MHC is Patr-B1301 with pseudo-sequence Patr-B1301. The binding affinity (normalized) is 1.00. (6) The binding affinity (normalized) is 0.0847. The peptide sequence is GLFVYLIRY. The MHC is HLA-B07:02 with pseudo-sequence HLA-B07:02. (7) The peptide sequence is LPEFERRTL. The MHC is HLA-A26:01 with pseudo-sequence HLA-A26:01. The binding affinity (normalized) is 0.0847. (8) The peptide sequence is HTQGYFPDWQ. The MHC is HLA-A02:01 with pseudo-sequence HLA-A02:01. The binding affinity (normalized) is 0. (9) The peptide sequence is RNKRGVFVL. The MHC is Mamu-A07 with pseudo-sequence Mamu-A07. The binding affinity (normalized) is 0.236.